From a dataset of Catalyst prediction with 721,799 reactions and 888 catalyst types from USPTO. Predict which catalyst facilitates the given reaction. (1) Reactant: [C:1]([O:4][C:5]1[CH:10]=[CH:9][C:8]([NH:11][C:12](=[O:14])[CH3:13])=[C:7]([NH2:15])[CH:6]=1)(=[O:3])[CH3:2].Br[CH2:17][C:18]1[CH:23]=[CH:22][C:21]([O:24][CH2:25][CH2:26][CH2:27][CH2:28][CH3:29])=[CH:20][C:19]=1[Cl:30].C(=O)([O-])[O-].[K+].[K+]. Product: [C:1]([O:4][C:5]1[CH:10]=[CH:9][C:8]([NH:11][C:12](=[O:14])[CH3:13])=[C:7]([NH:15][CH2:17][C:18]2[CH:23]=[CH:22][C:21]([O:24][CH2:25][CH2:26][CH2:27][CH2:28][CH3:29])=[CH:20][C:19]=2[Cl:30])[CH:6]=1)(=[O:3])[CH3:2]. The catalyst class is: 9. (2) Reactant: OC(C(F)(F)F)=O.[NH:8]1[CH2:11][CH:10]([C:12]2[CH:33]=[CH:32][C:15]3[C:16]4[N:17]=[C:18]([C:24]5[N:25]([CH:29]([CH3:31])[CH3:30])[N:26]=[CH:27][N:28]=5)[S:19][C:20]=4[CH2:21][CH2:22][O:23][C:14]=3[CH:13]=2)[CH2:9]1.C(N(CC)CC)C.Cl[CH2:42][CH2:43][S:44](Cl)(=[O:46])=[O:45]. Product: [CH:43]([S:44]([N:8]1[CH2:11][CH:10]([C:12]2[CH:33]=[CH:32][C:15]3[C:16]4[N:17]=[C:18]([C:24]5[N:25]([CH:29]([CH3:31])[CH3:30])[N:26]=[CH:27][N:28]=5)[S:19][C:20]=4[CH2:21][CH2:22][O:23][C:14]=3[CH:13]=2)[CH2:9]1)(=[O:46])=[O:45])=[CH2:42]. The catalyst class is: 2. (3) Reactant: [C:1]([C:5]1[N:10]=[C:9]([C:11]#[C:12][C:13]([CH3:16])([CH3:15])[CH3:14])[C:8]([CH:17]=O)=[CH:7][CH:6]=1)([CH3:4])([CH3:3])[CH3:2].[CH2:19]([NH2:22])[CH2:20][NH2:21]. Product: [C:13]([C:12]1[N:21]2[CH:20]=[CH:19][N:22]=[C:17]2[C:8]2[CH:7]=[CH:6][C:5]([C:1]([CH3:4])([CH3:3])[CH3:2])=[N:10][C:9]=2[CH:11]=1)([CH3:16])([CH3:15])[CH3:14]. The catalyst class is: 641. (4) Reactant: [CH3:1][O:2][C:3]1[CH:4]=[C:5]2[C:10](=[CH:11][C:12]=1[O:13][CH3:14])[C:9]1([CH2:19][CH2:18][C:17]([C:25]([O:27][CH2:28][CH3:29])=[O:26])([C:20]([O:22][CH2:23][CH3:24])=[O:21])[CH2:16][CH:15]1[CH:30]1[C:39]3[C:34](=[CH:35][C:36]([O:42][CH3:43])=[C:37]([O:40][CH3:41])[CH:38]=3)[CH2:33][CH2:32][N:31]1[CH2:44][CH3:45])[NH:8][CH2:7][CH2:6]2.C(N(C(C)C)CC)(C)C.[C:55](Br)(=[O:58])[CH2:56][CH3:57].O. Product: [C:55]([N:8]1[CH2:7][CH2:6][C:5]2[C:10](=[CH:11][C:12]([O:13][CH3:14])=[C:3]([O:2][CH3:1])[CH:4]=2)[C:9]21[CH2:19][CH2:18][C:17]([C:20]([O:22][CH2:23][CH3:24])=[O:21])([C:25]([O:27][CH2:28][CH3:29])=[O:26])[CH2:16][CH:15]2[CH:30]1[C:39]2[C:34](=[CH:35][C:36]([O:42][CH3:43])=[C:37]([O:40][CH3:41])[CH:38]=2)[CH2:33][CH2:32][N:31]1[CH2:44][CH3:45])(=[O:58])[CH2:56][CH3:57]. The catalyst class is: 2. (5) Reactant: [O:1]=[C:2]1[NH:7][CH2:6][CH2:5][N:4]([C:8]([O:10][CH2:11][C:12]2[CH:17]=[CH:16][CH:15]=[CH:14][CH:13]=2)=[O:9])[CH2:3]1.[C:18]([O-])([O-])=O.[Na+].[Na+].F[B-](F)(F)F.C[O+](C)C.O. Product: [CH2:11]([O:10][C:8]([N:4]1[CH2:3][C:2]([O:1][CH3:18])=[N:7][CH2:6][CH2:5]1)=[O:9])[C:12]1[CH:17]=[CH:16][CH:15]=[CH:14][CH:13]=1. The catalyst class is: 2. (6) The catalyst class is: 16. Product: [F:1][C:6]1[CH:7]=[C:8]([CH:21]=[CH:22][C:23]=1[N+:24]([O-:26])=[O:25])[C:9]([NH:11][CH2:12][C:13]([O:15][CH2:16][C:17]([Cl:20])([Cl:19])[Cl:18])=[O:14])=[O:10]. Reactant: [F-:1].[K+].I([C:6]1[CH:7]=[C:8]([CH:21]=[CH:22][C:23]=1[N+:24]([O-:26])=[O:25])[C:9]([NH:11][CH2:12][C:13]([O:15][CH2:16][C:17]([Cl:20])([Cl:19])[Cl:18])=[O:14])=[O:10])(=O)=O.C1OCCOCCOCCOCCOCCOC1.